This data is from Full USPTO retrosynthesis dataset with 1.9M reactions from patents (1976-2016). The task is: Predict the reactants needed to synthesize the given product. (1) Given the product [NH2:50][C@H:42]([C:40]([OH:39])=[O:41])[CH2:43][CH2:44][CH2:45][NH:46][C:47]([NH2:48])=[O:9], predict the reactants needed to synthesize it. The reactants are: C1N(CC[OH:9])CCN(CCS(O)(=O)=O)C1.[Na+].[Cl-].[Cl-].[Cl-].[Ca+2].C(C(O)=O)CP(CCC(O)=O)CCC(O)=O.CC[O:39][C:40]([C@@H:42]([NH:50]C(C1C=CC=CC=1)=O)[CH2:43][CH2:44][CH2:45][N:46]=[C:47](N)[NH2:48])=[O:41]. (2) Given the product [F:44][C:37]1[CH:38]=[C:39]([F:43])[C:40]([F:42])=[CH:41][C:36]=1[C@H:30]1[N:29]2[C@@H:33]([CH2:34][CH2:35]/[C:27](=[CH:8]\[C:7]3[CH:10]=[CH:11][C:12]([N:13]4[CH:17]=[C:16]([CH3:18])[N:15]=[CH:14]4)=[C:5]([O:4][CH3:3])[CH:6]=3)/[C:28]2=[O:45])[CH2:32][CH2:31]1, predict the reactants needed to synthesize it. The reactants are: [OH-].[Li+].[CH3:3][O:4][C:5]1[CH:6]=[C:7]([CH:10]=[CH:11][C:12]=1[N:13]1[CH:17]=[C:16]([CH3:18])[N:15]=[CH:14]1)[CH:8]=O.C(OP([CH:27]1[CH2:35][CH2:34][C@@H:33]2[N:29]([C@H:30]([C:36]3[CH:41]=[C:40]([F:42])[C:39]([F:43])=[CH:38][C:37]=3[F:44])[CH2:31][CH2:32]2)[C:28]1=[O:45])(=O)OCC)C.C(O)C. (3) The reactants are: Br[CH2:2][C:3]1[C:8]([F:9])=[CH:7][CH:6]=[C:5]([C:10]2[C:15]([CH3:16])=[CH:14][CH:13]=[CH:12][C:11]=2[CH3:17])[N:4]=1.[OH:18][C:19]1[N:24]=[CH:23][C:22]2[CH:25]3[CH:28]([C:29]([O:31][CH2:32][CH3:33])=[O:30])[CH:26]3[CH2:27][C:21]=2[CH:20]=1. Given the product [CH3:17][C:11]1[CH:12]=[CH:13][CH:14]=[C:15]([CH3:16])[C:10]=1[C:5]1[N:4]=[C:3]([CH2:2][O:18][C:19]2[N:24]=[CH:23][C:22]3[CH:25]4[CH:28]([C:29]([O:31][CH2:32][CH3:33])=[O:30])[CH:26]4[CH2:27][C:21]=3[CH:20]=2)[C:8]([F:9])=[CH:7][CH:6]=1, predict the reactants needed to synthesize it. (4) Given the product [CH2:4]([NH:8][CH2:7][CH2:6][CH2:12][OH:13])[CH:1]([CH3:2])[CH3:3], predict the reactants needed to synthesize it. The reactants are: [CH:1]([CH:4]1[NH:8][CH2:7][CH2:6]O1)([CH3:3])[CH3:2].[BH4-].[Na+].C[CH2:12][OH:13].